Task: Predict the reactants needed to synthesize the given product.. Dataset: Full USPTO retrosynthesis dataset with 1.9M reactions from patents (1976-2016) Given the product [F:59][C:60]1[CH:61]=[C:62]([CH2:63][CH:15]([NH:14][C:12](=[O:13])[CH2:11][C:6]2[C:5]3[C:9](=[CH:10][CH:2]=[C:3]([OH:56])[CH:4]=3)[NH:8][CH:7]=2)[C:23]2[C:28]([C:41]3[C:42]([CH3:44])=[CH:43][C:38]([O:37][CH3:36])=[CH:39][C:40]=3[CH3:48])=[CH:27][CH:26]=[CH:25][N:24]=2)[CH:66]=[C:67]([F:69])[CH:68]=1, predict the reactants needed to synthesize it. The reactants are: O[C:2]1[CH:10]=[C:9]2[C:5]([C:6]([CH2:11][C:12]([NH:14][CH:15]([C:23]3[C:28](C4C=CC=CC=4C)=[CH:27][CH:26]=[CH:25][N:24]=3)CC3C=CC=CC=3)=[O:13])=[CH:7][NH:8]2)=[CH:4][CH:3]=1.[CH3:36][O:37][C:38]1[CH:43]=[C:42]([CH3:44])[C:41](B(O)O)=[C:40]([CH3:48])[CH:39]=1.C1(C)C=CC=CC=1B(O)[OH:56].[F:59][C:60]1[CH:61]=[C:62]([CH:66]=[C:67]([F:69])[CH:68]=1)[CH2:63][Mg]Cl.C([Mg]Cl)C1C=CC=CC=1.